Task: Predict the reaction yield, written as a fraction of the theoretical maximum amount of product (1.0 means a 100% yield; for example, 0.34 means a 34% yield).. Dataset: Reaction yield outcomes from USPTO patents with 853,638 reactions The reactants are [CH:1]1([C:4]2[C:5]([N:24]([C:29]3[CH:30]=[CH:31][C:32]([N+:44]([O-:46])=[O:45])=[C:33]([CH:35](C(OC)=O)[C:36]([O:38]C)=[O:37])[CH:34]=3)[S:25]([CH3:28])(=[O:27])=[O:26])=[CH:6][C:7]3[O:11][C:10]([C:12]4[CH:17]=[CH:16][C:15]([F:18])=[CH:14][CH:13]=4)=[C:9]([C:19](=[O:22])[NH:20][CH3:21])[C:8]=3[CH:23]=2)[CH2:3][CH2:2]1.[OH-].[Na+].Cl. The catalyst is C1COCC1.CO.O. The product is [CH:1]1([C:4]2[C:5]([N:24]([C:29]3[CH:30]=[CH:31][C:32]([N+:44]([O-:46])=[O:45])=[C:33]([CH2:35][C:36]([OH:38])=[O:37])[CH:34]=3)[S:25]([CH3:28])(=[O:27])=[O:26])=[CH:6][C:7]3[O:11][C:10]([C:12]4[CH:17]=[CH:16][C:15]([F:18])=[CH:14][CH:13]=4)=[C:9]([C:19](=[O:22])[NH:20][CH3:21])[C:8]=3[CH:23]=2)[CH2:3][CH2:2]1. The yield is 0.750.